Task: Regression/Classification. Given a drug SMILES string, predict its absorption, distribution, metabolism, or excretion properties. Task type varies by dataset: regression for continuous measurements (e.g., permeability, clearance, half-life) or binary classification for categorical outcomes (e.g., BBB penetration, CYP inhibition). Dataset: cyp2d6_veith.. Dataset: CYP2D6 inhibition data for predicting drug metabolism from PubChem BioAssay The molecule is O=C1Nc2ccc(I)cc2/C1=C/c1cc(Br)c(O)c(Br)c1. The result is 0 (non-inhibitor).